This data is from Forward reaction prediction with 1.9M reactions from USPTO patents (1976-2016). The task is: Predict the product of the given reaction. (1) The product is: [Cl:1][C:2]1[CH:7]=[CH:6][C:5]([CH:8]=[CH:9][C:10]2[O:11][CH:12]=[C:13]([CH2:15][OH:20])[N:14]=2)=[C:4]([F:17])[CH:3]=1. Given the reactants [Cl:1][C:2]1[CH:7]=[CH:6][C:5]([CH:8]=[CH:9][C:10]2[O:11][CH:12]=[C:13]([CH2:15]Cl)[N:14]=2)=[C:4]([F:17])[CH:3]=1.C([O-])(=[O:20])C.[Na+], predict the reaction product. (2) The product is: [C:49]([O:48][C:46]([NH:18][C@@H:17]1[C@H:16]([CH2:15][OH:14])[CH2:21][N:20]([C:22]([O:24][CH2:25][C:26]2[CH:31]=[CH:30][CH:29]=[CH:28][CH:27]=2)=[O:23])[CH2:19]1)=[O:47])([CH3:50])([CH3:51])[CH3:52]. Given the reactants C(O)(=O)[C@H](C1C=CC=CC=1)O.CC1(C)[NH:18][C@H:17]2[CH2:19][N:20]([C:22]([O:24][CH2:25][C:26]3[CH:31]=[CH:30][CH:29]=[CH:28][CH:27]=3)=[O:23])[CH2:21][C@H:16]2[CH2:15][O:14]1.S(=O)(=O)(O)O.[C:46](O[C:46]([O:48][C:49]([CH3:52])([CH3:51])[CH3:50])=[O:47])([O:48][C:49]([CH3:52])([CH3:51])[CH3:50])=[O:47], predict the reaction product. (3) The product is: [F:39][C:17]1[CH:16]=[C:15]([N:11]2[CH2:10][C@H:9]([CH2:8][NH:7][C:4](=[O:6])[CH3:5])[O:13][C:12]2=[O:14])[CH:20]=[CH:19][C:18]=1[C:21]1[S:22][CH:23]([C:28]2[CH:29]=[CH:30][C:31]([OH:34])=[CH:32][CH:33]=2)[C:24](=[O:27])[NH:25][N:26]=1. Given the reactants C[O-].[Na+].[C:4]([NH:7][CH2:8][CH:9]1[O:13][C:12](=[O:14])[N:11]([C:15]2[CH:20]=[CH:19][C:18]([C:21]3[S:22][CH:23]([C:28]4[CH:33]=[CH:32][C:31]([O:34]S(C)(=O)=O)=[CH:30][CH:29]=4)[C:24](=[O:27])[NH:25][N:26]=3)=[C:17]([F:39])[CH:16]=2)[CH2:10]1)(=[O:6])[CH3:5].C(O)(=O)C, predict the reaction product. (4) Given the reactants [C:1]([OH:12])(=[O:11])[C:2]1[CH:10]=[C:8]([OH:9])[C:6]([OH:7])=[C:4]([OH:5])[CH:3]=1.[OH:13][C:14]1[CH:22]=[CH:21][C:17]([C:18]([OH:20])=[O:19])=[CH:16][CH:15]=1.O[C:24]1[C:33]2[C:28](=[CH:29][CH:30]=[CH:31][CH:32]=2)[C:27](O)=[CH:26][C:25]=1[C:35]([O:37][CH3:38])=[O:36], predict the reaction product. The product is: [OH:13][C:14]1[CH:22]=[CH:21][C:17]([C:18]([O:20][C:24]2[C:33]3[C:28](=[CH:29][CH:30]=[CH:31][CH:32]=3)[C:27]([O:11][C:1](=[O:12])[C:2]3[CH:3]=[C:4]([OH:5])[C:6]([OH:7])=[C:8]([OH:9])[CH:10]=3)=[CH:26][C:25]=2[C:35]([O:37][CH3:38])=[O:36])=[O:19])=[CH:16][CH:15]=1. (5) Given the reactants [Cl:1][C:2]1[C:38]([CH3:39])=[CH:37][C:5]([O:6][CH2:7][CH2:8][CH2:9][C:10]2[C:18]3[C:13](=[C:14]([C:19]4[C:20]([CH3:25])=[N:21][NH:22][C:23]=4[CH3:24])[CH:15]=[CH:16][CH:17]=3)[N:12]([CH2:26][C:27]3[CH:28]=[C:29]([CH:33]=[CH:34][CH:35]=3)[C:30]([OH:32])=[O:31])[C:11]=2[CH3:36])=[CH:4][C:3]=1[CH3:40].C(=O)([O-])[O-].[Cs+].[Cs+].Br.Br[CH2:49][C:50]1[CH:55]=[CH:54][CH:53]=[CH:52][N:51]=1.O.CC#N, predict the reaction product. The product is: [Cl:1][C:2]1[C:38]([CH3:39])=[CH:37][C:5]([O:6][CH2:7][CH2:8][CH2:9][C:10]2[C:18]3[C:13](=[C:14]([C:19]4[C:23]([CH3:24])=[N:22][N:21]([CH2:49][C:50]5[CH:55]=[CH:54][CH:53]=[CH:52][N:51]=5)[C:20]=4[CH3:25])[CH:15]=[CH:16][CH:17]=3)[N:12]([CH2:26][C:27]3[CH:28]=[C:29]([CH:33]=[CH:34][CH:35]=3)[C:30]([OH:32])=[O:31])[C:11]=2[CH3:36])=[CH:4][C:3]=1[CH3:40]. (6) The product is: [C:34]([O:33][C:31]([N:28]1[CH2:29][CH2:30][CH:26]([CH2:25][NH:24][C:13]([C:12]2[C:6]3[C:7](=[N:8][CH:9]=[C:4]([CH:1]4[CH2:2][CH2:3]4)[N:5]=3)[N:10]([CH2:16][O:17][CH2:18][CH2:19][Si:20]([CH3:23])([CH3:22])[CH3:21])[CH:11]=2)=[O:14])[CH2:27]1)=[O:32])([CH3:37])([CH3:36])[CH3:35]. Given the reactants [CH:1]1([C:4]2[N:5]=[C:6]3[C:12]([C:13](O)=[O:14])=[CH:11][N:10]([CH2:16][O:17][CH2:18][CH2:19][Si:20]([CH3:23])([CH3:22])[CH3:21])[C:7]3=[N:8][CH:9]=2)[CH2:3][CH2:2]1.[NH2:24][CH2:25][CH:26]1[CH2:30][CH2:29][N:28]([C:31]([O:33][C:34]([CH3:37])([CH3:36])[CH3:35])=[O:32])[CH2:27]1.C1C=CC2N(O)N=NC=2C=1.C(Cl)CCl.C(N(CC)C(C)C)(C)C, predict the reaction product. (7) Given the reactants CC([N:5]([CH2:9][CH:10]([CH2:30][C:31]1[C:32]([NH2:37])=[N:33][CH:34]=[CH:35][CH:36]=1)[C:11]([N:13]([CH2:17][C:18]1[CH:23]=[C:22]([CH2:24][CH2:25][CH2:26][O:27][CH3:28])[CH:21]=[CH:20][C:19]=1[Cl:29])[CH:14]1[CH2:16][CH2:15]1)=[O:12])C(=O)[O-])(C)C.Cl, predict the reaction product. The product is: [NH2:5][CH2:9][CH:10]([CH2:30][C:31]1[C:32]([NH2:37])=[N:33][CH:34]=[CH:35][CH:36]=1)[C:11]([N:13]([CH2:17][C:18]1[CH:23]=[C:22]([CH2:24][CH2:25][CH2:26][O:27][CH3:28])[CH:21]=[CH:20][C:19]=1[Cl:29])[CH:14]1[CH2:16][CH2:15]1)=[O:12].